This data is from Full USPTO retrosynthesis dataset with 1.9M reactions from patents (1976-2016). The task is: Predict the reactants needed to synthesize the given product. Given the product [CH3:20][O:19][C:13]1[CH:14]=[CH:15][CH:16]=[C:17]([CH3:18])[C:12]=1[C:11]1[NH:2][C:1](=[O:22])[C:3]2[C:4](=[CH:5][C:6]([CH3:9])=[CH:7][CH:8]=2)[N:10]=1, predict the reactants needed to synthesize it. The reactants are: [C:1]([C:3]1[CH:8]=[CH:7][C:6]([CH3:9])=[CH:5][C:4]=1[NH:10][C:11](=O)[C:12]1[C:17]([CH3:18])=[CH:16][CH:15]=[CH:14][C:13]=1[O:19][CH3:20])#[N:2].[OH-:22].[Na+].OO.